Predict the reaction yield, written as a fraction of the theoretical maximum amount of product (1.0 means a 100% yield; for example, 0.34 means a 34% yield). From a dataset of Reaction yield outcomes from USPTO patents with 853,638 reactions. The product is [OH:34][C:35]([C:68]1[S:69][CH:70]=[CH:71][CH:72]=1)([C:63]1[S:64][CH:65]=[CH:66][CH:67]=1)[C:36]([O:38][C@H:39]1[CH2:40][CH2:41][C@H:42]([N:45]([CH2:47][CH2:48][C:49]([NH:51][C:52]2[CH:57]=[C:56]([O:58][CH3:59])[C:55](/[CH:24]=[CH:4]/[O:3][CH3:2])=[CH:54][C:53]=2[Cl:62])=[O:50])[CH3:46])[CH2:43][CH2:44]1)=[O:37]. The yield is 0.560. The reactants are [Cl-].[CH3:2][O:3][CH2:4][P+](C1C=CC=CC=1)(C1C=CC=CC=1)C1C=CC=CC=1.[CH3:24][Si]([N-][Si](C)(C)C)(C)C.[Li+].[OH:34][C:35]([C:68]1[S:69][CH:70]=[CH:71][CH:72]=1)([C:63]1[S:64][CH:65]=[CH:66][CH:67]=1)[C:36]([O:38][C@H:39]1[CH2:44][CH2:43][C@H:42]([N:45]([CH2:47][CH2:48][C:49]([NH:51][C:52]2[CH:57]=[C:56]([O:58][CH3:59])[C:55](C=O)=[CH:54][C:53]=2[Cl:62])=[O:50])[CH3:46])[CH2:41][CH2:40]1)=[O:37].[Cl-].[NH4+]. No catalyst specified.